From a dataset of Peptide-MHC class I binding affinity with 185,985 pairs from IEDB/IMGT. Regression. Given a peptide amino acid sequence and an MHC pseudo amino acid sequence, predict their binding affinity value. This is MHC class I binding data. (1) The peptide sequence is RLDLEISMY. The MHC is HLA-A01:01 with pseudo-sequence HLA-A01:01. The binding affinity (normalized) is 0.659. (2) The peptide sequence is TTIGEWAFW. The MHC is HLA-A26:01 with pseudo-sequence HLA-A26:01. The binding affinity (normalized) is 0.0847. (3) The peptide sequence is QIYAGIKVK. The MHC is HLA-B53:01 with pseudo-sequence HLA-B53:01. The binding affinity (normalized) is 0. (4) The binding affinity (normalized) is 0.0847. The MHC is HLA-A24:03 with pseudo-sequence HLA-A24:03. The peptide sequence is GVNDTEAHA. (5) The peptide sequence is LSHCWPWFK. The MHC is HLA-A69:01 with pseudo-sequence HLA-A69:01. The binding affinity (normalized) is 0.0847. (6) The peptide sequence is TSTRTIILV. The MHC is Mamu-A01 with pseudo-sequence Mamu-A01. The binding affinity (normalized) is 0.405.